This data is from NCI-60 drug combinations with 297,098 pairs across 59 cell lines. The task is: Regression. Given two drug SMILES strings and cell line genomic features, predict the synergy score measuring deviation from expected non-interaction effect. (1) Synergy scores: CSS=0.0645, Synergy_ZIP=0.327, Synergy_Bliss=0.137, Synergy_Loewe=-0.129, Synergy_HSA=-1.11. Drug 2: CC12CCC3C(C1CCC2O)C(CC4=C3C=CC(=C4)O)CCCCCCCCCS(=O)CCCC(C(F)(F)F)(F)F. Cell line: IGROV1. Drug 1: CC1=C2C(C(=O)C3(C(CC4C(C3C(C(C2(C)C)(CC1OC(=O)C(C(C5=CC=CC=C5)NC(=O)C6=CC=CC=C6)O)O)OC(=O)C7=CC=CC=C7)(CO4)OC(=O)C)O)C)OC(=O)C. (2) Drug 1: C1CCC(CC1)NC(=O)N(CCCl)N=O. Drug 2: C(=O)(N)NO. Cell line: SF-268. Synergy scores: CSS=30.9, Synergy_ZIP=1.91, Synergy_Bliss=3.01, Synergy_Loewe=-4.39, Synergy_HSA=1.80. (3) Drug 1: CC1=C2C(C(=O)C3(C(CC4C(C3C(C(C2(C)C)(CC1OC(=O)C(C(C5=CC=CC=C5)NC(=O)C6=CC=CC=C6)O)O)OC(=O)C7=CC=CC=C7)(CO4)OC(=O)C)O)C)OC(=O)C. Drug 2: CC=C1C(=O)NC(C(=O)OC2CC(=O)NC(C(=O)NC(CSSCCC=C2)C(=O)N1)C(C)C)C(C)C. Cell line: DU-145. Synergy scores: CSS=42.5, Synergy_ZIP=0.453, Synergy_Bliss=0.332, Synergy_Loewe=-13.1, Synergy_HSA=0.389. (4) Drug 1: C1=CC(=CC=C1CCC2=CNC3=C2C(=O)NC(=N3)N)C(=O)NC(CCC(=O)O)C(=O)O. Drug 2: C1=CC(=CC=C1CC(C(=O)O)N)N(CCCl)CCCl.Cl. Cell line: BT-549. Synergy scores: CSS=21.2, Synergy_ZIP=-1.30, Synergy_Bliss=1.37, Synergy_Loewe=1.98, Synergy_HSA=2.36. (5) Drug 1: CC1=C(C=C(C=C1)NC2=NC=CC(=N2)N(C)C3=CC4=NN(C(=C4C=C3)C)C)S(=O)(=O)N.Cl. Drug 2: C1C(C(OC1N2C=NC3=C(N=C(N=C32)Cl)N)CO)O. Cell line: HCT116. Synergy scores: CSS=5.14, Synergy_ZIP=-0.754, Synergy_Bliss=-0.623, Synergy_Loewe=-13.1, Synergy_HSA=-3.33.